From a dataset of Full USPTO retrosynthesis dataset with 1.9M reactions from patents (1976-2016). Predict the reactants needed to synthesize the given product. Given the product [CH3:21][C:16]1([CH3:22])[C:17]([CH3:20])([CH3:19])[O:18][B:14]([C:2]2[CH:7]=[CH:6][N:5]=[C:4]([NH:8][C:9]([CH:11]3[CH2:13][CH2:12]3)=[O:10])[CH:3]=2)[O:15]1, predict the reactants needed to synthesize it. The reactants are: Br[C:2]1[CH:7]=[CH:6][N:5]=[C:4]([NH:8][C:9]([CH:11]2[CH2:13][CH2:12]2)=[O:10])[CH:3]=1.[B:14]1([B:14]2[O:18][C:17]([CH3:20])([CH3:19])[C:16]([CH3:22])([CH3:21])[O:15]2)[O:18][C:17]([CH3:20])([CH3:19])[C:16]([CH3:22])([CH3:21])[O:15]1.C([O-])(=O)C.[K+].